This data is from Forward reaction prediction with 1.9M reactions from USPTO patents (1976-2016). The task is: Predict the product of the given reaction. (1) Given the reactants Cl.[F:2][C:3]1[CH:8]=[CH:7][C:6]([S:9]([CH2:12][CH:13]2[CH2:16][NH:15][CH2:14]2)(=[O:11])=[O:10])=[CH:5][CH:4]=1.Br[CH2:18][C:19]([C:21]1[CH:25]=[CH:24][S:23][CH:22]=1)=[O:20], predict the reaction product. The product is: [F:2][C:3]1[CH:8]=[CH:7][C:6]([S:9]([CH2:12][CH:13]2[CH2:16][N:15]([CH2:18][C:19]([C:21]3[CH:25]=[CH:24][S:23][CH:22]=3)=[O:20])[CH2:14]2)(=[O:11])=[O:10])=[CH:5][CH:4]=1. (2) Given the reactants ClC1C=CC2N=C([NH:9][CH:10]3[CH2:14][CH2:13][NH:12][CH2:11]3)OC=2C=1.Cl.Cl[C:19]1[N:28]=[CH:27][C:26]2[C:21](=[CH:22][C:23]([Cl:29])=[CH:24][CH:25]=2)[N:20]=1.C(OC(N1CCC(N)C1)=O)(C)(C)C, predict the reaction product. The product is: [Cl:29][C:23]1[CH:22]=[C:21]2[C:26]([CH:27]=[N:28][C:19]([NH:9][CH:10]3[CH2:14][CH2:13][NH:12][CH2:11]3)=[N:20]2)=[CH:25][CH:24]=1.